Dataset: Full USPTO retrosynthesis dataset with 1.9M reactions from patents (1976-2016). Task: Predict the reactants needed to synthesize the given product. (1) Given the product [F:1][C:2]1[CH:7]=[C:6]([I:8])[CH:5]=[CH:4][C:3]=1[NH:9][C:10]1[N:15]([CH3:16])[C:14](=[O:17])[C:13]2[CH:18]=[CH:19][O:20][C:12]=2[C:11]=1[C:21]([NH:24][CH2:25][CH2:26][CH2:27][OH:28])=[O:22], predict the reactants needed to synthesize it. The reactants are: [F:1][C:2]1[CH:7]=[C:6]([I:8])[CH:5]=[CH:4][C:3]=1[NH:9][C:10]1[N:15]([CH3:16])[C:14](=[O:17])[C:13]2[CH:18]=[CH:19][O:20][C:12]=2[C:11]=1[C:21](O)=[O:22].[NH2:24][CH2:25][CH2:26][CH2:27][OH:28].C(Cl)CCl.C1C=CC2N(O)N=NC=2C=1. (2) Given the product [CH2:1]([C:3]1[N:13]([CH2:14][C:15]2[CH:20]=[CH:19][C:18]([CH:21]3[S:25][C:24](=[O:31])[NH:23][C:22]3=[O:27])=[CH:17][CH:16]=2)[C:6]2=[N:7][C:8]([CH3:12])=[CH:9][C:10]([CH3:11])=[C:5]2[N:4]=1)[CH3:2], predict the reactants needed to synthesize it. The reactants are: [CH2:1]([C:3]1[N:13]([CH2:14][C:15]2[CH:20]=[CH:19][C:18]([CH:21]3[S:25][C:24](=N)[NH:23][C:22]3=[O:27])=[CH:17][CH:16]=2)[C:6]2=[N:7][C:8]([CH3:12])=[CH:9][C:10]([CH3:11])=[C:5]2[N:4]=1)[CH3:2].Cl.C([OH:31])C. (3) Given the product [Cl:19][C:20]1[CH:27]=[CH:26][CH:25]=[CH:24][C:21]=1[N:22]([CH3:23])[C:15]([C:13]1[S:14][C:7]2[C:6]3[CH:5]=[C:4]([F:18])[CH:3]=[C:2]([F:1])[C:11]=3[O:10][CH2:9][C:8]=2[CH:12]=1)=[O:17], predict the reactants needed to synthesize it. The reactants are: [F:1][C:2]1[C:11]2[O:10][CH2:9][C:8]3[CH:12]=[C:13]([C:15]([OH:17])=O)[S:14][C:7]=3[C:6]=2[CH:5]=[C:4]([F:18])[CH:3]=1.[Cl:19][C:20]1[CH:27]=[CH:26][CH:25]=[CH:24][C:21]=1[NH:22][CH3:23]. (4) Given the product [NH2:1][CH2:4][C:5]1[CH:10]=[CH:9][CH:8]=[C:7]([CH2:11][O:12][Si:13]([C:16]([CH3:19])([CH3:18])[CH3:17])([CH3:14])[CH3:15])[N:6]=1, predict the reactants needed to synthesize it. The reactants are: [N:1]([CH2:4][C:5]1[CH:10]=[CH:9][CH:8]=[C:7]([CH2:11][O:12][Si:13]([C:16]([CH3:19])([CH3:18])[CH3:17])([CH3:15])[CH3:14])[N:6]=1)=[N+]=[N-]. (5) Given the product [Cl:9][C:10]1[CH:15]=[CH:14][C:13]([C:2]2[C:7]([C:26]3[CH:25]=[CH:15][C:10]([Cl:9])=[CH:11][CH:12]=3)=[N:6][CH:5]=[CH:4][N:3]=2)=[CH:12][CH:11]=1, predict the reactants needed to synthesize it. The reactants are: Cl[C:2]1[N:3]=[CH:4][CH:5]=[N:6][C:7]=1Cl.[Cl:9][C:10]1[CH:15]=[CH:14][C:13](B(O)O)=[CH:12][CH:11]=1.C(=O)([O-])[O-].[K+].[K+].[CH3:25][C:26]#N.